This data is from Peptide-MHC class II binding affinity with 134,281 pairs from IEDB. The task is: Regression. Given a peptide amino acid sequence and an MHC pseudo amino acid sequence, predict their binding affinity value. This is MHC class II binding data. (1) The peptide sequence is KGVYINTALLNASCA. The binding affinity (normalized) is 0.169. The MHC is DRB1_0301 with pseudo-sequence DRB1_0301. (2) The peptide sequence is AFALVLLFCALASSC. The MHC is HLA-DQA10104-DQB10503 with pseudo-sequence HLA-DQA10104-DQB10503. The binding affinity (normalized) is 0.349. (3) The peptide sequence is LMCEIEGHHLASAAI. The MHC is DRB3_0202 with pseudo-sequence DRB3_0202. The binding affinity (normalized) is 0.0949. (4) The peptide sequence is RLKGVTCRPLKHKVE. The MHC is H-2-IAb with pseudo-sequence H-2-IAb. The binding affinity (normalized) is 0.176. (5) The MHC is HLA-DPA10301-DPB10402 with pseudo-sequence HLA-DPA10301-DPB10402. The binding affinity (normalized) is 0.462. The peptide sequence is ASEAPPTSHRRASRQ.